Dataset: Forward reaction prediction with 1.9M reactions from USPTO patents (1976-2016). Task: Predict the product of the given reaction. Given the reactants Cl[C:2]1[CH:7]=[CH:6][C:5]([N:8]=[C:9]=[O:10])=[CH:4][CH:3]=1.[NH2:11][C:12]1[C:13]([C:17]2[N:18]([CH2:42][CH3:43])[C:19]3[C:24]([O:25][CH2:26][CH:27]4[CH2:32][CH2:31][N:30](C(OC(C)(C)C)=O)[CH2:29][CH2:28]4)=[CH:23][N:22]=[C:21](Cl)[C:20]=3[N:41]=2)=[N:14][O:15][N:16]=1.Cl[C:45]1[C:50]2N=C(C3C(NC(OC(C)(C)C)=O)=NON=3)N(CC)C=2C(OCCCNC(=O)OC(C)(C)C)=C[N:46]=1, predict the reaction product. The product is: [NH2:11][C:12]1[C:13]([C:17]2[N:18]([CH2:42][CH3:43])[C:19]3[C:24]([O:25][CH2:26][CH:27]4[CH2:32][CH2:31][NH:30][CH2:29][CH2:28]4)=[CH:23][N:22]=[C:21]([C:3]4[CH:4]=[C:5]([NH:8][C:9]([NH:46][CH2:45][CH3:50])=[O:10])[CH:6]=[CH:7][CH:2]=4)[C:20]=3[N:41]=2)=[N:14][O:15][N:16]=1.